This data is from TCR-epitope binding with 47,182 pairs between 192 epitopes and 23,139 TCRs. The task is: Binary Classification. Given a T-cell receptor sequence (or CDR3 region) and an epitope sequence, predict whether binding occurs between them. (1) The epitope is TPRVTGGGAM. The TCR CDR3 sequence is CASSLIEANTGELFF. Result: 1 (the TCR binds to the epitope). (2) The epitope is ATDALMTGY. The TCR CDR3 sequence is CSARDLAAQNTGELFF. Result: 0 (the TCR does not bind to the epitope). (3) The epitope is LEPLVDLPI. The TCR CDR3 sequence is CASSPWTGNLNTEAFF. Result: 1 (the TCR binds to the epitope). (4) The epitope is LLWNGPMAV. The TCR CDR3 sequence is CASSRNRDSLQETQYF. Result: 1 (the TCR binds to the epitope). (5) The epitope is IPRRNVATL. The TCR CDR3 sequence is CASSRGTSDYEQYF. Result: 0 (the TCR does not bind to the epitope). (6) The epitope is TLIGDCATV. The TCR CDR3 sequence is CSAEDTSGITDTQYF. Result: 0 (the TCR does not bind to the epitope).